This data is from Full USPTO retrosynthesis dataset with 1.9M reactions from patents (1976-2016). The task is: Predict the reactants needed to synthesize the given product. (1) The reactants are: [CH3:1][C:2]1[C:7]([C:8](O)=[O:9])=[CH:6][C:5]([S:11]([N:14]2[CH2:18][CH2:17][CH2:16][CH2:15]2)(=[O:13])=[O:12])=[CH:4][C:3]=1[C:19]1[CH:24]=[CH:23][C:22]([CH3:25])=[CH:21][CH:20]=1.[CH3:26][C:27]1[N:32]=[CH:31][C:30]([C@H:33]([NH2:35])[CH3:34])=[CH:29][N:28]=1.F[P-](F)(F)(F)(F)F.C[N+](C)=C(N(C)C)ON1C2N=CC=CC=2N=N1.C(N(CC)C(C)C)(C)C. Given the product [CH3:1][C:2]1[C:7]([C:8]([NH:35][C@@H:33]([C:30]2[CH:29]=[N:28][C:27]([CH3:26])=[N:32][CH:31]=2)[CH3:34])=[O:9])=[CH:6][C:5]([S:11]([N:14]2[CH2:18][CH2:17][CH2:16][CH2:15]2)(=[O:13])=[O:12])=[CH:4][C:3]=1[C:19]1[CH:24]=[CH:23][C:22]([CH3:25])=[CH:21][CH:20]=1, predict the reactants needed to synthesize it. (2) Given the product [OH:30][C:6]1[C:5]([C:3]([NH:31][CH2:32][CH2:33][CH2:34][C:35]([OH:37])=[O:36])=[O:4])=[N:14][CH:13]=[C:12]2[C:7]=1[CH:8]=[C:9]([C:24]1[CH:25]=[CH:26][CH:27]=[CH:28][CH:29]=1)[C:10](=[O:23])[N:11]2[C@H:15]([C:17]1[CH:22]=[CH:21][CH:20]=[CH:19][CH:18]=1)[CH3:16], predict the reactants needed to synthesize it. The reactants are: CO[C:3]([C:5]1[C:6]([OH:30])=[C:7]2[C:12](=[CH:13][N:14]=1)[N:11]([C@H:15]([C:17]1[CH:22]=[CH:21][CH:20]=[CH:19][CH:18]=1)[CH3:16])[C:10](=[O:23])[C:9]([C:24]1[CH:29]=[CH:28][CH:27]=[CH:26][CH:25]=1)=[CH:8]2)=[O:4].[NH2:31][CH2:32][CH2:33][CH2:34][C:35]([OH:37])=[O:36].C[O-].[Na+]. (3) Given the product [NH2:16][C:3]([CH:2]([CH3:11])[CH3:1])=[CH:4][C:5]([O:7][CH2:8][CH3:9])=[O:6], predict the reactants needed to synthesize it. The reactants are: [CH3:1][CH:2]([CH3:11])[C:3](=O)[CH2:4][C:5]([O:7][CH2:8][CH3:9])=[O:6].C([O-])(=O)C.[NH4+:16]. (4) Given the product [Br:11][C:9]1[CH:8]=[CH:7][C:5]2[N:6]=[C:2]([NH:1][C:22]([NH:21][CH2:19][CH3:20])=[O:23])[S:3][C:4]=2[CH:10]=1, predict the reactants needed to synthesize it. The reactants are: [NH2:1][C:2]1[S:3][C:4]2[CH:10]=[C:9]([Br:11])[CH:8]=[CH:7][C:5]=2[N:6]=1.C(N(CC)CC)C.[CH2:19]([N:21]=[C:22]=[O:23])[CH3:20]. (5) Given the product [Si:16]([O:15][CH2:14][CH2:13][N:8]1[C:9]2[CH2:10][CH2:11][CH2:12][CH:4]([NH2:1])[C:5]=2[CH:6]=[N:7]1)([C:19]([CH3:22])([CH3:20])[CH3:21])([CH3:18])[CH3:17], predict the reactants needed to synthesize it. The reactants are: [N:1]([CH:4]1[CH2:12][CH2:11][CH2:10][C:9]2[N:8]([CH2:13][CH2:14][O:15][Si:16]([C:19]([CH3:22])([CH3:21])[CH3:20])([CH3:18])[CH3:17])[N:7]=[CH:6][C:5]1=2)=[N+]=[N-].CCOC(C)=O.CO. (6) Given the product [Cl:18][C:14]1[CH:13]=[C:12]([C:10]2[CH:11]=[C:5]3[N:4]=[C:3]([CH3:19])[C:2]([C:42](=[O:47])[C:43]([O:45][CH3:46])=[O:44])=[C:7]([C:23]4[CH:24]=[CH:25][C:20]([CH3:28])=[CH:21][CH:22]=4)[N:6]3[N:9]=2)[CH:17]=[CH:16][CH:15]=1, predict the reactants needed to synthesize it. The reactants are: Br[C:2]1[C:3]([CH3:19])=[N:4][C:5]2[N:6]([N:9]=[C:10]([C:12]3[CH:17]=[CH:16][CH:15]=[C:14]([Cl:18])[CH:13]=3)[CH:11]=2)[C:7]=1Cl.[C:20]1([CH3:28])[CH:25]=[CH:24][C:23]([Mg]Br)=[CH:22][CH:21]=1.C1COCC1.[Li+].[Cl-].C1COCC1.Cl[C:42](=[O:47])[C:43]([O:45][CH3:46])=[O:44]. (7) Given the product [F:1][C:2]1[CH:3]=[C:4]2[C:8](=[CH:9][CH:10]=1)[N:7]([S:11]([C:14]1[CH:19]=[CH:18][C:17]([CH3:20])=[CH:16][CH:15]=1)(=[O:13])=[O:12])[CH:6]=[C:5]2[S:22]([Cl:21])(=[O:24])=[O:23], predict the reactants needed to synthesize it. The reactants are: [F:1][C:2]1[CH:3]=[C:4]2[C:8](=[CH:9][CH:10]=1)[N:7]([S:11]([C:14]1[CH:19]=[CH:18][C:17]([CH3:20])=[CH:16][CH:15]=1)(=[O:13])=[O:12])[CH:6]=[CH:5]2.[Cl:21][S:22](O)(=[O:24])=[O:23]. (8) Given the product [Br:1][C:2]1[CH:7]=[C:6]2[C:5](=[CH:4][CH:3]=1)[O:22][C:10]([C:12]1[CH:13]=[CH:14][C:15]([N+:18]([O-:20])=[O:19])=[CH:16][CH:17]=1)=[CH:9][C:8]2=[O:21], predict the reactants needed to synthesize it. The reactants are: [Br:1][C:2]1[CH:3]=[CH:4][C:5]([OH:22])=[C:6]([C:8](=[O:21])[CH2:9][C:10]([C:12]2[CH:17]=[CH:16][C:15]([N+:18]([O-:20])=[O:19])=[CH:14][CH:13]=2)=O)[CH:7]=1.S(=O)(=O)(O)O.